Predict the product of the given reaction. From a dataset of Forward reaction prediction with 1.9M reactions from USPTO patents (1976-2016). (1) The product is: [CH:10]1[CH:11]=[CH:12][C:49]([C:48]([OH:63])=[O:62])=[C:8]([C:7]2[C:6]3[CH:5]=[CH:4][C:3]([OH:145])=[CH:2][C:1]=3[O:14][C:15]3[C:93]=2[CH:92]=[CH:91][C:31]([CH:16]=3)=[O:32])[CH:9]=1. Given the reactants [C:1]([O:14][CH2:15][C@H:16]([CH2:31][O:32]P(OCCN)(O)=O)OC(=O)CCCCCCCCCCC)(=O)[CH2:2][CH2:3][CH2:4][CH2:5][CH2:6][CH2:7][CH2:8][CH2:9][CH2:10][CH2:11][CH3:12].CP(CCP(C)C)C.[C:48]([O:63]C[C@H](COP(OCCN)(O)=O)OC(=O)CCCCCCCCCCCCC)(=[O:62])[CH2:49]CCCCCCCCCCCC.[C:91](OC[C@H](COP(OCCN)(O)=O)OC(=O)CCCCCCCCCCCCCCC)(=O)[CH2:92][CH2:93]CCCCCCCCCCCCC.CCN(CC[O:145]C1C=CC(CC2C=CC=CC=2)=CC=1)CC.Cl.C(OC[C@H](COP(OCCN)(O)=O)OC(=O)CCCCCCCCCCCCCCCCC)(=O)CCCCCCCCCCCCCCCCC.CCCCCCCCCCCCCCCCCC(OCC(OC(CCCCCCCCCCCCCCCCC)=O)COP(OCCN)(O)=O)=O, predict the reaction product. (2) Given the reactants [OH:1][C@H:2]1[C@H:7]([C:8]2[CH:13]=[CH:12][C:11]([O:14][CH2:15][CH2:16][CH2:17][O:18][CH3:19])=[CH:10][CH:9]=2)[C@@H:6]([O:20][CH2:21][C:22]2[CH:23]=[CH:24][C:25]3[O:30][CH2:29][CH2:28][N:27]([CH2:31][CH2:32][CH2:33][O:34][CH3:35])[C:26]=3[CH:36]=2)[CH2:5][N:4]([C:37]([O:39][CH2:40][C:41]2[CH:46]=[CH:45][CH:44]=[CH:43][CH:42]=2)=[O:38])[CH2:3]1.Br[CH2:48][CH2:49][CH2:50][O:51][Si:52]([CH:59]([CH3:61])[CH3:60])([CH:56]([CH3:58])[CH3:57])[CH:53]([CH3:55])[CH3:54], predict the reaction product. The product is: [CH3:19][O:18][CH2:17][CH2:16][CH2:15][O:14][C:11]1[CH:12]=[CH:13][C:8]([C@H:7]2[C@H:2]([O:1][CH2:48][CH2:49][CH2:50][O:51][Si:52]([CH:59]([CH3:60])[CH3:61])([CH:53]([CH3:55])[CH3:54])[CH:56]([CH3:57])[CH3:58])[CH2:3][N:4]([C:37]([O:39][CH2:40][C:41]3[CH:42]=[CH:43][CH:44]=[CH:45][CH:46]=3)=[O:38])[CH2:5][C@@H:6]2[O:20][CH2:21][C:22]2[CH:23]=[CH:24][C:25]3[O:30][CH2:29][CH2:28][N:27]([CH2:31][CH2:32][CH2:33][O:34][CH3:35])[C:26]=3[CH:36]=2)=[CH:9][CH:10]=1. (3) Given the reactants C(OC(=O)C)(=O)C.C([O-])(=O)C.[K+].[N:13](OCCC(C)C)=O.[CH3:21][S:22]([O:25][C:26]1[CH:31]=[CH:30][C:29]([NH:32][C:33](=[O:35])[CH3:34])=[C:28]([CH3:36])[C:27]=1[O:37][CH3:38])(=[O:24])=[O:23], predict the reaction product. The product is: [CH3:21][S:22]([O:25][C:26]1[C:27]([O:37][CH3:38])=[C:28]2[C:29](=[CH:30][CH:31]=1)[N:32]([C:33](=[O:35])[CH3:34])[N:13]=[CH:36]2)(=[O:24])=[O:23]. (4) Given the reactants [CH:1]1([CH2:5][O:6][C:7]2[C:8]([NH2:13])=[N:9][CH:10]=[CH:11][N:12]=2)[CH2:4][CH2:3][CH2:2]1.Cl[CH:15]([C:21](=O)[CH3:22])[C:16]([O:18][CH2:19][CH3:20])=[O:17], predict the reaction product. The product is: [CH:1]1([CH2:5][O:6][C:7]2[C:8]3[N:9]([C:15]([C:16]([O:18][CH2:19][CH3:20])=[O:17])=[C:21]([CH3:22])[N:13]=3)[CH:10]=[CH:11][N:12]=2)[CH2:2][CH2:3][CH2:4]1. (5) Given the reactants [CH2:1]([N:5]1[N:9]=[C:8]([C:10]2[CH:15]=[CH:14][CH:13]=[CH:12][C:11]=2[Cl:16])[CH:7]=[N:6]1)[CH2:2][C:3]#[CH:4].Br[C:18]1[CH:23]=[CH:22][CH:21]=[CH:20][N:19]=1, predict the reaction product. The product is: [Cl:16][C:11]1[CH:12]=[CH:13][CH:14]=[CH:15][C:10]=1[C:8]1[CH:7]=[N:6][N:5]([CH2:1][CH2:2][C:3]#[C:4][C:18]2[CH:23]=[CH:22][CH:21]=[CH:20][N:19]=2)[N:9]=1. (6) Given the reactants Br.Br[CH2:3][C:4]1[CH:9]=[CH:8][N:7]=[CH:6][CH:5]=1.[CH:10](=[O:14])[CH:11]([CH3:13])[CH3:12].[Br-].[OH-].[Na+], predict the reaction product. The product is: [CH3:12][C:11]([CH3:13])([CH2:3][C:4]1[CH:9]=[CH:8][N:7]=[CH:6][CH:5]=1)[CH:10]=[O:14]. (7) The product is: [Cl:3][C:4]1[CH:5]=[C:6]([CH:10]([OH:31])[CH:11]([CH2:17][C:18]2[CH:19]=[CH:20][C:21]([C:24]([F:30])([F:29])[C:25]([CH3:26])([CH3:28])[CH3:27])=[CH:22][CH:23]=2)[C:12]([O:14][CH2:15][CH3:16])=[O:13])[CH:7]=[CH:8][CH:9]=1. Given the reactants [BH4-].[Na+].[Cl:3][C:4]1[CH:5]=[C:6]([C:10](=[O:31])[CH:11]([CH2:17][C:18]2[CH:23]=[CH:22][C:21]([C:24]([F:30])([F:29])[C:25]([CH3:28])([CH3:27])[CH3:26])=[CH:20][CH:19]=2)[C:12]([O:14][CH2:15][CH3:16])=[O:13])[CH:7]=[CH:8][CH:9]=1, predict the reaction product. (8) Given the reactants [C:1]([O:5][C:6]([N:8]([CH2:25][CH2:26][C:27]1[CH:32]=[CH:31][C:30]([O:33][C:34]([F:37])([F:36])[F:35])=[CH:29][CH:28]=1)[C:9]1[N:14]=[C:13]([O:15][CH3:16])[N:12]=[C:11](OS(C(F)(F)F)(=O)=O)[CH:10]=1)=[O:7])([CH3:4])([CH3:3])[CH3:2].Cl.[CH3:39][O:40][C:41]1[CH:46]=[CH:45][CH:44]=[CH:43][C:42]=1[C@@H:47]1[CH2:51][NH:50][CH2:49][C@H:48]1[C:52]([OH:54])=[O:53].C(N(C(C)C)C(C)C)C, predict the reaction product. The product is: [C:1]([O:5][C:6]([N:8]([CH2:25][CH2:26][C:27]1[CH:32]=[CH:31][C:30]([O:33][C:34]([F:35])([F:36])[F:37])=[CH:29][CH:28]=1)[C:9]1[N:14]=[C:13]([O:15][CH3:16])[N:12]=[C:11]([N:50]2[CH2:51][C@@H:47]([C:42]3[CH:43]=[CH:44][CH:45]=[CH:46][C:41]=3[O:40][CH3:39])[C@H:48]([C:52]([OH:54])=[O:53])[CH2:49]2)[CH:10]=1)=[O:7])([CH3:3])([CH3:2])[CH3:4].